Dataset: NCI-60 drug combinations with 297,098 pairs across 59 cell lines. Task: Regression. Given two drug SMILES strings and cell line genomic features, predict the synergy score measuring deviation from expected non-interaction effect. (1) Drug 1: C1CNP(=O)(OC1)N(CCCl)CCCl. Drug 2: C1C(C(OC1N2C=NC(=NC2=O)N)CO)O. Cell line: MDA-MB-435. Synergy scores: CSS=4.45, Synergy_ZIP=3.78, Synergy_Bliss=6.11, Synergy_Loewe=0.816, Synergy_HSA=-0.558. (2) Drug 1: CC12CCC3C(C1CCC2NC(=O)OCC(F)(F)F)CCC4C3(C=CC(=O)N4C)C. Drug 2: CN1C(=O)N2C=NC(=C2N=N1)C(=O)N. Cell line: SK-OV-3. Synergy scores: CSS=-5.17, Synergy_ZIP=9.41, Synergy_Bliss=8.47, Synergy_Loewe=2.48, Synergy_HSA=0.0284. (3) Drug 1: C1C(C(OC1N2C=NC3=C(N=C(N=C32)Cl)N)CO)O. Drug 2: CCC1=C2CN3C(=CC4=C(C3=O)COC(=O)C4(CC)O)C2=NC5=C1C=C(C=C5)O. Cell line: EKVX. Synergy scores: CSS=4.42, Synergy_ZIP=-1.29, Synergy_Bliss=-3.19, Synergy_Loewe=-33.4, Synergy_HSA=-5.44. (4) Cell line: SW-620. Drug 1: CC1C(C(CC(O1)OC2CC(CC3=C2C(=C4C(=C3O)C(=O)C5=C(C4=O)C(=CC=C5)OC)O)(C(=O)C)O)N)O.Cl. Synergy scores: CSS=14.1, Synergy_ZIP=1.03, Synergy_Bliss=2.18, Synergy_Loewe=0.144, Synergy_HSA=0.921. Drug 2: CC1CCCC2(C(O2)CC(NC(=O)CC(C(C(=O)C(C1O)C)(C)C)O)C(=CC3=CSC(=N3)C)C)C. (5) Drug 1: C1CCC(C1)C(CC#N)N2C=C(C=N2)C3=C4C=CNC4=NC=N3. Drug 2: C(=O)(N)NO. Cell line: T-47D. Synergy scores: CSS=-2.73, Synergy_ZIP=2.75, Synergy_Bliss=1.97, Synergy_Loewe=-1.96, Synergy_HSA=-3.19. (6) Drug 1: CC1=CC2C(CCC3(C2CCC3(C(=O)C)OC(=O)C)C)C4(C1=CC(=O)CC4)C. Drug 2: C(=O)(N)NO. Cell line: MALME-3M. Synergy scores: CSS=0.153, Synergy_ZIP=1.52, Synergy_Bliss=3.44, Synergy_Loewe=-1.26, Synergy_HSA=-0.933.